The task is: Predict the reaction yield, written as a fraction of the theoretical maximum amount of product (1.0 means a 100% yield; for example, 0.34 means a 34% yield).. This data is from Reaction yield outcomes from USPTO patents with 853,638 reactions. (1) The reactants are [CH3:1][O:2][C:3](=[O:35])[C:4]1[CH:13]=[CH:12][C:11]([CH2:14][N:15]2[CH:20]([C:21]3[C:26]([CH3:27])=[CH:25][CH:24]=[CH:23][N:22]=3)[CH2:19][CH2:18][CH2:17][CH:16]2[C:28]2[C:33]([CH3:34])=[CH:32][CH:31]=[CH:30][N:29]=2)=[C:6]([C:7]([O:9][CH3:10])=[O:8])[CH:5]=1.[Li+].[BH4-]. The catalyst is C1COCC1.CO.[OH-].[Na+]. The product is [CH3:1][O:2][C:3](=[O:35])[C:4]1[CH:13]=[CH:12][C:11]([CH2:14][N:15]2[CH:16]([C:28]3[C:33]([CH3:34])=[CH:32][CH:31]=[CH:30][N:29]=3)[CH2:17][CH2:18][CH2:19][CH:20]2[C:21]2[C:26]([CH3:27])=[CH:25][CH:24]=[CH:23][N:22]=2)=[C:6]([C:7]([O:9][CH3:10])=[O:8])[CH:5]=1.[CH3:10][O:9][C:7](=[O:8])[C:6]1[CH:5]=[C:4]([CH2:3][OH:2])[CH:13]=[CH:12][C:11]=1[CH2:14][N:15]1[CH:16]([C:28]2[C:33]([CH3:34])=[CH:32][CH:31]=[CH:30][N:29]=2)[CH2:17][CH2:18][CH2:19][CH:20]1[C:21]1[C:26]([CH3:27])=[CH:25][CH:24]=[CH:23][N:22]=1. The yield is 0.0400. (2) The reactants are [CH3:1][O:2][C:3]1[C:10]([C:11]2[CH:16]=[CH:15][CH:14]=[CH:13][CH:12]=2)=[C:9]([O:17][CH3:18])[CH:8]=[CH:7][C:4]=1[CH:5]=O.ClC1C(OC)=C(C=[CH:29][C:30]([OH:32])=[O:31])C=CC=1OC. No catalyst specified. The product is [CH3:1][O:2][C:3]1[C:10]([C:11]2[CH:16]=[CH:15][CH:14]=[CH:13][CH:12]=2)=[C:9]([O:17][CH3:18])[CH:8]=[CH:7][C:4]=1/[CH:5]=[CH:29]/[C:30]([OH:32])=[O:31]. The yield is 0.960.